Dataset: Catalyst prediction with 721,799 reactions and 888 catalyst types from USPTO. Task: Predict which catalyst facilitates the given reaction. Reactant: [OH-].[Na+].O.[SH2:4].[Na].Br[CH2:7][C:8]([C:10]([F:13])([F:12])[F:11])=[O:9].[C:14]([CH2:16][C:17]([O:19][CH3:20])=[O:18])#[N:15].C(N(CC)CC)C. Product: [CH3:20][O:19][C:17]([C:16]1[C:8]([OH:9])([C:10]([F:13])([F:12])[F:11])[CH2:7][S:4][C:14]=1[NH2:15])=[O:18]. The catalyst class is: 238.